Dataset: Full USPTO retrosynthesis dataset with 1.9M reactions from patents (1976-2016). Task: Predict the reactants needed to synthesize the given product. (1) Given the product [F:38][C:39]1[CH:40]=[C:41]([NH:55][C:56]([NH:58][C:59](=[O:67])[CH2:60][C:61]2[S:26][CH:64]=[CH:63][CH:62]=2)=[S:57])[CH:42]=[CH:43][C:44]=1[O:45][C:46]1[CH:51]=[CH:50][N:49]=[C:48]2[CH:52]=[CH:53][S:54][C:47]=12, predict the reactants needed to synthesize it. The reactants are: C(N1C2N=CN=C(OC3C=CC(NC(NC(=O)CC4C=CC=CC=4)=[S:26])=CC=3F)C=2C=C1)C1C=CC=CC=1.[F:38][C:39]1[CH:40]=[C:41]([NH:55][C:56]([NH:58][C:59](=[O:67])[CH2:60][C:61]2C=C[CH:64]=[CH:63][CH:62]=2)=[S:57])[CH:42]=[CH:43][C:44]=1[O:45][C:46]1[CH:51]=[CH:50][N:49]=[C:48]2[CH:52]=[CH:53][S:54][C:47]=12.S1C=CC=C1CC(N=C=S)=O. (2) Given the product [CH2:1]([N:8]1[CH2:9][CH2:10][C:11]2([CH2:21][C:20]3[C:15](=[CH:16][CH:17]=[CH:18][CH:19]=3)[CH2:14]2)[CH2:12][CH2:13]1)[C:2]1[CH:3]=[CH:4][CH:5]=[CH:6][CH:7]=1, predict the reactants needed to synthesize it. The reactants are: [CH2:1]([N:8]1[CH2:13][CH2:12][C:11]2([CH2:21][C:20]3[C:15](=[CH:16][CH:17]=[CH:18][CH:19]=3)[CH:14]2O)[CH2:10][CH2:9]1)[C:2]1[CH:7]=[CH:6][CH:5]=[CH:4][CH:3]=1.C([SiH](CC)CC)C. (3) Given the product [Cl:1][C:2]1[CH:7]=[CH:6][C:5]([CH:8]([C:9]#[N:10])[C:15]([O:16][CH3:17])=[O:18])=[CH:4][CH:3]=1, predict the reactants needed to synthesize it. The reactants are: [Cl:1][C:2]1[CH:7]=[CH:6][C:5]([CH2:8][C:9]#[N:10])=[CH:4][CH:3]=1.[O-]CC.[Na+].[C:15](=O)([O:18]C)[O:16][CH3:17]. (4) The reactants are: [Br:1][C:2]1[CH:3]=[CH:4][C:5]([O:14][CH2:15][CH:16]([CH3:18])[CH3:17])=[C:6]([CH:13]=1)[CH2:7]OS(C)(=O)=O.[CH3:19][O:20][C:21]([C:23]1[CH:24]=[C:25]2[C:29](=[CH:30][CH:31]=1)[NH:28][N:27]=[C:26]2[CH3:32])=[O:22].C(=O)([O-])[O-].[Cs+].[Cs+]. Given the product [CH3:19][O:20][C:21]([C:23]1[CH:24]=[C:25]2[C:29](=[CH:30][CH:31]=1)[N:28]([CH2:7][C:6]1[CH:13]=[C:2]([Br:1])[CH:3]=[CH:4][C:5]=1[O:14][CH2:15][CH:16]([CH3:18])[CH3:17])[N:27]=[C:26]2[CH3:32])=[O:22], predict the reactants needed to synthesize it. (5) Given the product [CH:1]1([CH:4]=[CH:5][C:6]2[S:10][C:9]([CH2:11][OH:12])=[CH:8][CH:7]=2)[CH2:3][CH2:2]1, predict the reactants needed to synthesize it. The reactants are: [CH:1]1([CH:4]=[CH:5][C:6]2[S:10][C:9]([CH:11]=[O:12])=[CH:8][CH:7]=2)[CH2:3][CH2:2]1.[BH4-].[Na+].C(O)(=O)C.O. (6) Given the product [F:17][C:18]1[CH:23]=[N:22][C:21]([C:24]2[CH:29]=[CH:28][C:27]([O:1][CH2:2][C@@H:3]3[C@@H:8]([NH:9][C:10](=[O:16])[O:11][C:12]([CH3:13])([CH3:15])[CH3:14])[CH2:7][CH2:6][O:5][CH2:4]3)=[CH:26][CH:25]=2)=[N:20][CH:19]=1, predict the reactants needed to synthesize it. The reactants are: [OH:1][CH2:2][C@@H:3]1[C@@H:8]([NH:9][C:10](=[O:16])[O:11][C:12]([CH3:15])([CH3:14])[CH3:13])[CH2:7][CH2:6][O:5][CH2:4]1.[F:17][C:18]1[CH:19]=[N:20][C:21]([C:24]2[CH:29]=[CH:28][C:27](O)=[CH:26][CH:25]=2)=[N:22][CH:23]=1.C(P(CCCC)CCCC)CCC.C1CCN(C(N=NC(N2CCCCC2)=O)=O)CC1.[OH-].[Na+]. (7) Given the product [Cl:1][C:2]1[N:7]=[CH:6][C:5]2[N:8]=[N:9][N:10]([CH2:27][O:26][CH2:25][CH2:24][Si:21]([CH3:23])([CH3:22])[CH3:20])[C:4]=2[CH:3]=1, predict the reactants needed to synthesize it. The reactants are: [Cl:1][C:2]1[N:7]=[CH:6][C:5]2[N:8]=[N:9][NH:10][C:4]=2[CH:3]=1.CCN(C(C)C)C(C)C.[CH3:20][Si:21]([CH2:24][CH2:25][O:26][CH2:27]Cl)([CH3:23])[CH3:22]. (8) The reactants are: [NH2:1][C:2]1[N:7]=[C:6]([OH:8])[C:5]([C:9]([NH:11][CH2:12][C:13]2[CH:18]=[CH:17][C:16]([Cl:19])=[CH:15][C:14]=2[Cl:20])=[O:10])=[CH:4][N:3]=1.[C:21]([O:25][C:26](=[O:32])[CH2:27][CH2:28][C:29](O)=[O:30])([CH3:24])([CH3:23])[CH3:22].C(N(CC)C(C)C)(C)C.F[P-](F)(F)(F)(F)F.N1(OC(N(C)C)=[N+](C)C)C2N=CC=CC=2N=N1.[Cl-].[NH4+]. Given the product [Cl:20][C:14]1[CH:15]=[C:16]([Cl:19])[CH:17]=[CH:18][C:13]=1[CH2:12][NH:11][C:9]([C:5]1[C:6]([OH:8])=[N:7][C:2]([NH:1][C:29](=[O:30])[CH2:28][CH2:27][C:26]([O:25][C:21]([CH3:23])([CH3:22])[CH3:24])=[O:32])=[N:3][CH:4]=1)=[O:10], predict the reactants needed to synthesize it.